From a dataset of Catalyst prediction with 721,799 reactions and 888 catalyst types from USPTO. Predict which catalyst facilitates the given reaction. Reactant: Br[C:2]1[CH:9]=[C:8]([CH3:10])[C:7]([O:11][CH2:12][CH3:13])=[CH:6][C:3]=1[CH:4]=[O:5].[CH3:14][C:15]1[CH:16]=[N:17][NH:18][CH:19]=1.C([O-])([O-])=O.[K+].[K+]. Product: [CH2:12]([O:11][C:7]1[C:8]([CH3:10])=[CH:9][C:2]([N:17]2[CH:16]=[C:15]([CH3:14])[CH:19]=[N:18]2)=[C:3]([CH:6]=1)[CH:4]=[O:5])[CH3:13]. The catalyst class is: 122.